The task is: Predict which catalyst facilitates the given reaction.. This data is from Catalyst prediction with 721,799 reactions and 888 catalyst types from USPTO. Reactant: [Br:1][C:2]1[CH:7]=[C:6]([CH3:8])[C:5]([S:9][C:10]2[C:15]([N+:16]([O-:18])=[O:17])=[C:14]([CH3:19])[N:13]=[C:12](Cl)[N:11]=2)=[C:4]([CH3:21])[CH:3]=1.[NH2:22][C:23]1[CH:30]=[CH:29][C:26]([C:27]#[N:28])=[CH:25][CH:24]=1.N1C=CC=CC=1. Product: [Br:1][C:2]1[CH:7]=[C:6]([CH3:8])[C:5]([S:9][C:10]2[C:15]([N+:16]([O-:18])=[O:17])=[C:14]([CH3:19])[N:13]=[C:12]([NH:22][C:23]3[CH:30]=[CH:29][C:26]([C:27]#[N:28])=[CH:25][CH:24]=3)[N:11]=2)=[C:4]([CH3:21])[CH:3]=1. The catalyst class is: 36.